From a dataset of Full USPTO retrosynthesis dataset with 1.9M reactions from patents (1976-2016). Predict the reactants needed to synthesize the given product. (1) Given the product [F:33][C:2]1([F:1])[O:6][C:5]2[CH:7]=[CH:8][C:9]([C:11]3([C:14]([NH:16][C@@H:17]4[CH2:22][CH2:21][O:20][C@H:19]([C:23]5[CH:24]=[CH:25][C:26]([C:27]([O:29][CH3:30])=[O:28])=[CH:31][CH:32]=5)[CH2:18]4)=[O:15])[CH2:13][CH2:12]3)=[CH:10][C:4]=2[O:3]1, predict the reactants needed to synthesize it. The reactants are: [F:1][C:2]1([F:33])[O:6][C:5]2[CH:7]=[CH:8][C:9]([C:11]3([C:14]([NH:16][C@H:17]4[CH2:22][CH2:21][O:20][C@@H:19]([C:23]5[CH:32]=[CH:31][C:26]([C:27]([O:29][CH3:30])=[O:28])=[CH:25][CH:24]=5)[CH2:18]4)=[O:15])[CH2:13][CH2:12]3)=[CH:10][C:4]=2[O:3]1.C(NCC)C. (2) Given the product [ClH:31].[O:17]=[C:15]1[CH:14]=[C:13]([CH:18]2[CH2:23][CH2:22][NH:21][CH2:20][CH2:19]2)[N:7]2[N:8]=[C:9]3[C:5]([C:4]([CH2:3][C:1]#[N:2])=[CH:12][CH:11]=[CH:10]3)=[C:6]2[NH:16]1, predict the reactants needed to synthesize it. The reactants are: [C:1]([CH2:3][C:4]1[C:5]2[C:9]([CH:10]=[CH:11][CH:12]=1)=[N:8][N:7]1[C:13]([CH:18]3[CH2:23][CH2:22][N:21](C(OC(C)(C)C)=O)[CH2:20][CH2:19]3)=[CH:14][C:15](=[O:17])[NH:16][C:6]=21)#[N:2].[ClH:31]. (3) Given the product [CH:1]1([N:4]2[CH2:9][CH2:8][CH:7]([C:10]3[N:11]=[C:20]([C:19]4[CH:23]=[CH:24][C:16]([C:14]#[N:15])=[CH:17][CH:18]=4)[O:13][N:12]=3)[CH2:6][CH2:5]2)[CH2:2][CH2:3]1, predict the reactants needed to synthesize it. The reactants are: [CH:1]1([N:4]2[CH2:9][CH2:8][CH:7]([C:10]([NH:12][OH:13])=[NH:11])[CH2:6][CH2:5]2)[CH2:3][CH2:2]1.[C:14]([C:16]1[CH:24]=[CH:23][C:19]([C:20](Cl)=O)=[CH:18][CH:17]=1)#[N:15]. (4) Given the product [CH:41]1([NH:42][C:25](=[O:26])[C:21]2[CH:20]=[C:19]([O:18][C:16]3[CH:15]=[CH:14][C:12]4[N:13]=[C:9]([NH:8][C@@H:3]5[CH2:4][CH2:5][CH2:6][CH2:7][C@H:2]5[OH:1])[S:10][C:11]=4[CH:17]=3)[CH:24]=[CH:23][N:22]=2)[CH2:39][CH2:40]1, predict the reactants needed to synthesize it. The reactants are: [OH:1][C@@H:2]1[CH2:7][CH2:6][CH2:5][CH2:4][C@H:3]1[NH:8][C:9]1[S:10][C:11]2[CH:17]=[C:16]([O:18][C:19]3[CH:24]=[CH:23][N:22]=[C:21]([C:25](O)=[O:26])[CH:20]=3)[CH:15]=[CH:14][C:12]=2[N:13]=1.CN(C(ON1N=NC2[CH:39]=[CH:40][CH:41]=[N:42]C1=2)=[N+](C)C)C.F[P-](F)(F)(F)(F)F.CCN(C(C)C)C(C)C.C1(N)CC1.